Dataset: Full USPTO retrosynthesis dataset with 1.9M reactions from patents (1976-2016). Task: Predict the reactants needed to synthesize the given product. (1) Given the product [C:23]([NH:22][C:21]1[N:20]=[CH:19][N:18]=[C:17]2[N:13]([C@H:5]3[C@@H:6]4[O:10][C:9]([CH3:12])([CH3:11])[O:8][C@@H:7]4[C@@H:3](/[CH:2]=[CH:60]/[P:55](=[O:56])([O:57][CH2:58][CH3:59])[O:54][CH2:52][CH3:53])[O:4]3)[N:14]=[CH:15][C:16]=12)(=[O:30])[C:24]1[CH:25]=[CH:26][CH:27]=[CH:28][CH:29]=1, predict the reactants needed to synthesize it. The reactants are: O[CH2:2][C@@H:3]1[C@H:7]2[O:8][C:9]([CH3:12])([CH3:11])[O:10][C@H:6]2[C@H:5]([N:13]2[C:17]3=[N:18][CH:19]=[N:20][C:21]([NH:22][C:23](=[O:30])[C:24]4[CH:29]=[CH:28][CH:27]=[CH:26][CH:25]=4)=[C:16]3[CH:15]=[N:14]2)[O:4]1.ClC(Cl)C(O)=O.C1CCC(N=C=NC2CCCCC2)CC1.[CH2:52]([O:54][P:55]([CH:60]=P(C1C=CC=CC=1)(C1C=CC=CC=1)C1C=CC=CC=1)([O:57][CH2:58][CH3:59])=[O:56])[CH3:53]. (2) Given the product [NH2:23][CH:20]1[CH2:21][O:22][C:15]2[C:16](=[N:17][CH:18]=[C:13]([N:8]3[C:9](=[O:12])[CH2:10][NH:11][C:6]4[CH:5]=[CH:4][C:3]([O:2][CH3:1])=[N:32][C:7]3=4)[CH:14]=2)[CH2:19]1, predict the reactants needed to synthesize it. The reactants are: [CH3:1][O:2][C:3]1[CH:4]=[CH:5][C:6]2[N:11]=[CH:10][C:9](=[O:12])[N:8]([C:13]3[CH:14]=[C:15]4[O:22][CH2:21][CH:20]([NH:23]OCC5C=CC=CC=5)[CH2:19][C:16]4=[N:17][CH:18]=3)[C:7]=2[N:32]=1. (3) Given the product [NH2:16][CH:7]([C:6]1[CH:9]=[C:2]([Cl:1])[CH:3]=[CH:4][C:5]=1[O:10][CH3:11])[C:12]#[N:13], predict the reactants needed to synthesize it. The reactants are: [Cl:1][C:2]1[CH:3]=[CH:4][C:5]([O:10][CH3:11])=[C:6]([CH:9]=1)[CH:7]=O.[C-:12]#[N:13].[Na+].[Cl-].[NH4+:16]. (4) Given the product [C:1]([O:5][C:6]([N:8]1[C:12]([CH3:13])=[CH:11][C:10]([N:14]([C:38]([O:40][C:41]([CH3:43])([CH3:42])[CH3:44])=[O:39])[C:15]2[C:24]3[C:19](=[CH:20][C:21]([CH2:25][OH:26])=[CH:22][CH:23]=3)[C:18](=[O:34])[N:17]([CH:35]([CH3:36])[CH3:37])[N:16]=2)=[N:9]1)=[O:7])([CH3:4])([CH3:2])[CH3:3], predict the reactants needed to synthesize it. The reactants are: [C:1]([O:5][C:6]([N:8]1[C:12]([CH3:13])=[CH:11][C:10]([N:14]([C:38]([O:40][C:41]([CH3:44])([CH3:43])[CH3:42])=[O:39])[C:15]2[C:24]3[C:19](=[CH:20][C:21]([C:25](C)(C)[O:26][SiH2]C(C)(C)C)=[CH:22][CH:23]=3)[C:18](=[O:34])[N:17]([CH:35]([CH3:37])[CH3:36])[N:16]=2)=[N:9]1)=[O:7])([CH3:4])([CH3:3])[CH3:2].[F-].C([N+](CCCC)(CCCC)CCCC)CCC. (5) The reactants are: [NH2:1][C:2]1[C:11]([OH:12])=[CH:10][CH:9]=[C:8]([F:13])[C:3]=1[C:4]([O:6][CH3:7])=[O:5].[N:14]1(C(N2C=CN=C2)N)C=CN=[CH:15]1. Given the product [NH2:14][C:15]1[O:12][C:11]2[C:2](=[C:3]([C:4]([O:6][CH3:7])=[O:5])[C:8]([F:13])=[CH:9][CH:10]=2)[N:1]=1, predict the reactants needed to synthesize it. (6) Given the product [ClH:1].[ClH:1].[CH3:22][N:3]([CH3:2])[C@@H:4]1[CH2:13][CH2:12][C:11]2[C:6](=[CH:7][CH:8]=[CH:9][C:10]=2[C:14]2[C:15]([CH3:21])=[N:16][N:17]([CH3:20])[C:18]=2[CH3:19])[CH2:5]1, predict the reactants needed to synthesize it. The reactants are: [ClH:1].[CH3:2][N:3]([CH3:22])[C@@H:4]1[CH2:13][CH2:12][C:11]2[C:6](=[CH:7][CH:8]=[CH:9][C:10]=2[C:14]2[C:15]([CH3:21])=[N:16][N:17]([CH3:20])[C:18]=2[CH3:19])[CH2:5]1. (7) Given the product [Cl:12][C:13]1[C:18]([C:19]2[C:24]([F:25])=[CH:23][CH:22]=[CH:21][C:20]=2[F:26])=[C:17]([NH:4][CH:1]([CH3:3])[CH3:2])[N:16]2[N:28]=[CH:29][N:30]=[C:15]2[N:14]=1, predict the reactants needed to synthesize it. The reactants are: [CH:1]([NH2:4])([CH3:3])[CH3:2].C(N(CC)CC)C.[Cl:12][C:13]1[C:18]([C:19]2[C:24]([F:25])=[CH:23][CH:22]=[CH:21][C:20]=2[F:26])=[C:17](Cl)[N:16]2[N:28]=[CH:29][N:30]=[C:15]2[N:14]=1. (8) The reactants are: [CH3:1][N:2]1[CH2:7][CH2:6][NH:5][CH2:4][CH2:3]1.N1CCNC[CH2:9]1.[NH2:14][C:15]1[CH:22]=[CH:21][C:20](Cl)=[CH:19][C:16]=1[C:17]#[N:18].[C:24]([NH:27][NH2:28])(=O)[CH3:25].[CH:29](NN)=[O:30]. Given the product [CH3:29][O:30][C:20]1[CH:21]=[CH:22][C:15]2[N:14]=[C:1]([N:2]3[CH2:7][CH2:6][N:5]([CH3:9])[CH2:4][CH2:3]3)[N:28]3[N:27]=[C:24]([CH3:25])[N:18]=[C:17]3[C:16]=2[CH:19]=1, predict the reactants needed to synthesize it. (9) Given the product [NH:21]1[C:17]([C@@H:9]2[CH2:10][C@H:11]3[C@H:16]([CH2:15][CH2:14][CH2:13][CH2:12]3)[NH:8]2)=[N:18][N:19]=[N:20]1, predict the reactants needed to synthesize it. The reactants are: C(OC([N:8]1[C@@H:16]2[C@@H:11]([CH2:12][CH2:13][CH2:14][CH2:15]2)[CH2:10][C@H:9]1[C:17]1[NH:21][N:20]=[N:19][N:18]=1)=O)(C)(C)C. (10) Given the product [OH:17][C:12]1[CH:11]=[CH:10][C:9]([CH:1]=[CH:2][C:3]2[CH:8]=[CH:7][CH:6]=[CH:5][CH:4]=2)=[CH:16][C:13]=1[CH:14]=[C:26]1[S:25][C:24](=[O:29])[N:23]([CH2:22][C:21]2[CH:30]=[CH:31][C:32]([Cl:33])=[C:19]([Cl:18])[CH:20]=2)[C:27]1=[O:28], predict the reactants needed to synthesize it. The reactants are: [CH:1]([C:9]1[CH:16]=[C:13]([CH:14]=O)[C:12]([OH:17])=[CH:11][CH:10]=1)=[CH:2][C:3]1[CH:8]=[CH:7][CH:6]=[CH:5][CH:4]=1.[Cl:18][C:19]1[CH:20]=[C:21]([CH:30]=[CH:31][C:32]=1[Cl:33])[CH2:22][N:23]1[C:27](=[O:28])[CH2:26][S:25][C:24]1=[O:29].C([O-])(=O)C.[NH4+].